From a dataset of Forward reaction prediction with 1.9M reactions from USPTO patents (1976-2016). Predict the product of the given reaction. (1) The product is: [O:11]1[C:3]2[CH:2]=[CH:1][C:6]([CH2:7][OH:8])=[CH:5][C:4]=2[O:9][CH2:10]1.[Br:15][CH2:7][C:6]1[CH:1]=[CH:2][C:3]2[O:11][CH2:10][O:9][C:4]=2[CH:5]=1. Given the reactants [CH:1]1[C:6]([CH:7]=[O:8])=[CH:5][C:4]2[O:9][CH2:10][O:11][C:3]=2[CH:2]=1.[BH4-].[Na+].P(Br)(Br)[Br:15], predict the reaction product. (2) Given the reactants [C:1]([C:4]1[C:5]([O:20][CH3:21])=[C:6]([C:12]2[CH:13]=[N:14][N:15]([CH2:17][C:18]#[N:19])[CH:16]=2)[C:7]([CH3:11])=[C:8]([Cl:10])[CH:9]=1)(=O)[CH3:2].C([O-])(=O)C.[NH4+].C([BH3-])#[N:28].[Na+].O1CCCC1, predict the reaction product. The product is: [NH2:28][CH:1]([C:4]1[C:5]([O:20][CH3:21])=[C:6]([C:12]2[CH:13]=[N:14][N:15]([CH2:17][C:18]#[N:19])[CH:16]=2)[C:7]([CH3:11])=[C:8]([Cl:10])[CH:9]=1)[CH3:2].